Dataset: Full USPTO retrosynthesis dataset with 1.9M reactions from patents (1976-2016). Task: Predict the reactants needed to synthesize the given product. (1) Given the product [CH:5]1([C:8]2[CH:13]=[C:12]([CH2:14][N:15]3[CH2:20][CH2:19][CH:18]([N:21]4[CH2:30][CH2:29][C:28]5[N:27]=[C:26]([CH2:31][CH2:32][CH3:33])[C:25]([C:34]([OH:36])=[O:35])=[CH:24][C:23]=5[C:22]4=[O:38])[CH2:17][CH2:16]3)[C:11]([O:39][CH2:40][CH3:41])=[CH:10][C:9]=2[C:42]2[CH:47]=[CH:46][CH:45]=[CH:44][C:43]=2[F:48])[CH2:6][CH2:7]1, predict the reactants needed to synthesize it. The reactants are: [OH-].[Na+].CO.[CH:5]1([C:8]2[CH:13]=[C:12]([CH2:14][N:15]3[CH2:20][CH2:19][CH:18]([N:21]4[CH2:30][CH2:29][C:28]5[N:27]=[C:26]([CH2:31][CH2:32][CH3:33])[C:25]([C:34]([O:36]C)=[O:35])=[CH:24][C:23]=5[C:22]4=[O:38])[CH2:17][CH2:16]3)[C:11]([O:39][CH2:40][CH3:41])=[CH:10][C:9]=2[C:42]2[CH:47]=[CH:46][CH:45]=[CH:44][C:43]=2[F:48])[CH2:7][CH2:6]1.Cl. (2) Given the product [I:1][C:2]1[CH:3]=[C:4]([N:5]2[CH:9]=[C:29]([C:28]([OH:31])=[O:30])[N:19]=[CH:22]2)[CH:6]=[CH:7][CH:8]=1, predict the reactants needed to synthesize it. The reactants are: [I:1][C:2]1[CH:3]=[C:4]([CH:6]=[CH:7][CH:8]=1)[NH2:5].[CH:9](OCC)(OCC)OCC.[N+:19]([CH2:22]C(OCC)=O)([O-])=O.[C:28]([OH:31])(=[O:30])[CH3:29]. (3) Given the product [CH2:1]([N:8]([CH2:9][CH2:10][C:11]1[CH:16]=[CH:15][C:14]([C:17]2[CH:18]=[CH:19][C:20]([C:23]([O:25][CH3:26])=[O:24])=[CH:21][CH:22]=2)=[CH:13][CH:12]=1)[CH2:36][C@@H:34]([C:31]1[CH:30]=[N:29][C:28]([Cl:27])=[CH:33][CH:32]=1)[OH:35])[C:2]1[CH:3]=[CH:4][CH:5]=[CH:6][CH:7]=1, predict the reactants needed to synthesize it. The reactants are: [CH2:1]([NH:8][CH2:9][CH2:10][C:11]1[CH:16]=[CH:15][C:14]([C:17]2[CH:22]=[CH:21][C:20]([C:23]([O:25][CH3:26])=[O:24])=[CH:19][CH:18]=2)=[CH:13][CH:12]=1)[C:2]1[CH:7]=[CH:6][CH:5]=[CH:4][CH:3]=1.[Cl:27][C:28]1[CH:33]=[CH:32][C:31]([C@@H:34]2[CH2:36][O:35]2)=[CH:30][N:29]=1.